From a dataset of Peptide-MHC class I binding affinity with 185,985 pairs from IEDB/IMGT. Regression. Given a peptide amino acid sequence and an MHC pseudo amino acid sequence, predict their binding affinity value. This is MHC class I binding data. (1) The peptide sequence is GDLCGSVFL. The MHC is Patr-B2401 with pseudo-sequence Patr-B2401. The binding affinity (normalized) is 0.315. (2) The peptide sequence is ATGTDMPGGY. The MHC is HLA-A26:01 with pseudo-sequence HLA-A26:01. The binding affinity (normalized) is 0. (3) The peptide sequence is QVIEYLKPY. The MHC is HLA-A03:01 with pseudo-sequence HLA-A03:01. The binding affinity (normalized) is 0.0847. (4) The peptide sequence is RPMTFKAAV. The MHC is HLA-A01:01 with pseudo-sequence HLA-A01:01. The binding affinity (normalized) is 0. (5) The peptide sequence is QQWIQFMMSR. The MHC is HLA-A31:01 with pseudo-sequence HLA-A31:01. The binding affinity (normalized) is 0.552. (6) The peptide sequence is PSPYNSRF. The MHC is Mamu-A02 with pseudo-sequence Mamu-A02. The binding affinity (normalized) is 0.00760.